From a dataset of HIV replication inhibition screening data with 41,000+ compounds from the AIDS Antiviral Screen. Binary Classification. Given a drug SMILES string, predict its activity (active/inactive) in a high-throughput screening assay against a specified biological target. (1) The drug is COC1=C2CC(C)CC(OC)C(O)C(C)C=C(C)C(OC(N)=O)C(OC)C=CC=C(C)C(=O)NC(=CC1=O)C2=O. The result is 0 (inactive). (2) The result is 0 (inactive). The compound is CCC1(C)N=c2c(ncn2N=C(C)C)=C(C(N)=O)N1. (3) The molecule is Cc1cc(=O)c2ccccc2o1. The result is 0 (inactive). (4) The molecule is CCOC(=O)C(C#N)=Cc1ccc(C)cc1. The result is 0 (inactive). (5) The drug is COC(=O)C(C#N)=C(NCCN)Nc1ccccc1. The result is 0 (inactive). (6) The result is 0 (inactive). The drug is CCCC(=O)OC1C(OC(=O)CCC)C(OC(=O)CCC)C(OC(=O)CCC)C(OC(=O)CCC)C1OC(=O)CCC. (7) The molecule is CC(C)(C)OCC(O)CC#N. The result is 0 (inactive). (8) The molecule is Cc1nc2sccn2c1C(=O)NN=C1SCC(=O)N1C. The result is 0 (inactive). (9) The drug is N=C(CSS(=O)(=O)O)NCCCC1CCCCC1. The result is 0 (inactive).